The task is: Regression/Classification. Given a drug SMILES string, predict its absorption, distribution, metabolism, or excretion properties. Task type varies by dataset: regression for continuous measurements (e.g., permeability, clearance, half-life) or binary classification for categorical outcomes (e.g., BBB penetration, CYP inhibition). Dataset: cyp3a4_veith.. This data is from CYP3A4 inhibition data for predicting drug metabolism from PubChem BioAssay. (1) The result is 1 (inhibitor). The drug is O=C(N/N=C/c1ccncc1)c1cc2c(ccc3ccccc32)o1. (2) The molecule is CSc1ccc(S(=O)(=O)Nc2ccc3c4c(cccc24)CC3)cc1. The result is 1 (inhibitor). (3) The compound is COc1cccc(-c2cc(C(=O)Nc3cccc(O)c3)no2)c1. The result is 1 (inhibitor). (4) The result is 0 (non-inhibitor). The drug is CO[C@@H]1[C@@H](O)[C@H](C)O[C@@H](O[C@@H]2[C@H](Oc3cccc4c(O)c5c(=O)oc6ccc(C)c7c(=O)oc(c34)c5c67)O[C@@H](C)[C@H](O)[C@H]2O)[C@H]1O. (5) The molecule is CCS(=O)(=O)c1ccc2c(c1)N(S(C)(=O)=O)CC(C(=O)NCCOC)O2. The result is 0 (non-inhibitor). (6) The compound is COc1cccc(Nc2ncc3nc(C)c(=O)n(CCc4ccccc4)c3n2)c1. The result is 1 (inhibitor). (7) The compound is COc1ccccc1N1CCNCC1. The result is 0 (non-inhibitor).